Predict the reactants needed to synthesize the given product. From a dataset of Full USPTO retrosynthesis dataset with 1.9M reactions from patents (1976-2016). (1) Given the product [CH2:1]([O:8][C:9]1[N:14]=[N:13][C:12]([CH2:15][CH2:16][C:17]2[N:22]=[CH:21][C:20]([CH2:23][N:29]3[CH2:30][CH2:31][CH:26]([OH:25])[CH2:27][CH2:28]3)=[CH:19][CH:18]=2)=[CH:11][CH:10]=1)[C:2]1[CH:3]=[CH:4][CH:5]=[CH:6][CH:7]=1, predict the reactants needed to synthesize it. The reactants are: [CH2:1]([O:8][C:9]1[N:14]=[N:13][C:12]([CH2:15][CH2:16][C:17]2[N:22]=[CH:21][C:20]([CH:23]=O)=[CH:19][CH:18]=2)=[CH:11][CH:10]=1)[C:2]1[CH:7]=[CH:6][CH:5]=[CH:4][CH:3]=1.[OH:25][CH:26]1[CH2:31][CH2:30][NH:29][CH2:28][CH2:27]1.C(O[BH-](OC(=O)C)OC(=O)C)(=O)C. (2) Given the product [CH3:24][CH:23]([N:12]([CH2:11][C:9]1[N:10]=[C:6]2[CH:5]=[CH:4][CH:3]=[C:2]([N:26]3[CH2:31][CH2:30][NH:29][CH2:28][CH2:27]3)[N:7]2[CH:8]=1)[CH:13]1[C:22]2[N:21]=[CH:20][CH:19]=[CH:18][C:17]=2[CH2:16][CH2:15][CH2:14]1)[CH3:25], predict the reactants needed to synthesize it. The reactants are: F[C:2]1[N:7]2[CH:8]=[C:9]([CH2:11][N:12]([CH:23]([CH3:25])[CH3:24])[CH:13]3[C:22]4[N:21]=[CH:20][CH:19]=[CH:18][C:17]=4[CH2:16][CH2:15][CH2:14]3)[N:10]=[C:6]2[CH:5]=[CH:4][CH:3]=1.[NH:26]1[CH2:31][CH2:30][NH:29][CH2:28][CH2:27]1.